From a dataset of Reaction yield outcomes from USPTO patents with 853,638 reactions. Predict the reaction yield, written as a fraction of the theoretical maximum amount of product (1.0 means a 100% yield; for example, 0.34 means a 34% yield). (1) The reactants are [Br:1][C:2]1[CH:7]=[CH:6][C:5]([N+:8]([O-])=O)=[CH:4][C:3]=1[S:11]([NH:14][CH2:15][CH2:16][C:17]1[CH:22]=[CH:21][CH:20]=[CH:19][N:18]=1)(=[O:13])=[O:12].[Sn](Cl)Cl. The catalyst is CO.O. The product is [Br:1][C:2]1[CH:7]=[CH:6][C:5]([NH2:8])=[CH:4][C:3]=1[S:11]([NH:14][CH2:15][CH2:16][C:17]1[CH:22]=[CH:21][CH:20]=[CH:19][N:18]=1)(=[O:12])=[O:13]. The yield is 0.870. (2) The reactants are [F:1][C:2]([F:24])([F:23])[CH:3]([C:14]1[CH:19]=[C:18]([Cl:20])[C:17]([Cl:21])=[C:16]([Cl:22])[CH:15]=1)/[CH:4]=[CH:5]/[C:6]1[CH:11]=[CH:10][C:9]([O:12][NH2:13])=[CH:8][CH:7]=1.CCN=C=NCCCN(C)C.Cl.C1C=CC2N(O)N=NC=2C=1.CCN(C(C)C)C(C)C.[CH:56]1([C:59](O)=[O:60])[CH2:58][CH2:57]1. The catalyst is C(Cl)Cl.O. The product is [F:24][C:2]([F:1])([F:23])[CH:3]([C:14]1[CH:15]=[C:16]([Cl:22])[C:17]([Cl:21])=[C:18]([Cl:20])[CH:19]=1)/[CH:4]=[CH:5]/[C:6]1[CH:11]=[CH:10][C:9]([O:12][NH:13][C:59]([CH:56]2[CH2:58][CH2:57]2)=[O:60])=[CH:8][CH:7]=1. The yield is 0.340. (3) The reactants are [CH3:1][C:2]1[CH:3]=[C:4](Br)[C:5]2[N:6]([CH:8]=[CH:9][N:10]=2)[CH:7]=1.[CH3:12][Sn](C)(C)C. The catalyst is C1(P(C2C=CC=CC=2)C2C=CC=CC=2)C=CC=CC=1.C1(P(C2C=CC=CC=2)C2C=CC=CC=2)C=CC=CC=1.C1(P(C2C=CC=CC=2)C2C=CC=CC=2)C=CC=CC=1.C1(P(C2C=CC=CC=2)C2C=CC=CC=2)C=CC=CC=1.[Pd]. The product is [CH3:1][C:2]1[CH:3]=[C:4]([CH3:12])[C:5]2[N:6]([CH:8]=[CH:9][N:10]=2)[CH:7]=1. The yield is 1.00.